Dataset: hERG Central: cardiac toxicity at 1µM, 10µM, and general inhibition. Task: Predict hERG channel inhibition at various concentrations. The molecule is COc1ccc(CNCc2ccc3ccccc3c2)c(OC)c1.O=C(O)C(=O)O. Results: hERG_inhib (hERG inhibition (general)): blocker.